This data is from Peptide-MHC class I binding affinity with 185,985 pairs from IEDB/IMGT. The task is: Regression. Given a peptide amino acid sequence and an MHC pseudo amino acid sequence, predict their binding affinity value. This is MHC class I binding data. (1) The peptide sequence is NESGRLIDF. The MHC is HLA-B40:01 with pseudo-sequence HLA-B40:01. The binding affinity (normalized) is 0.213. (2) The binding affinity (normalized) is 0. The peptide sequence is PAHLINKLL. The MHC is HLA-A31:01 with pseudo-sequence HLA-A31:01. (3) The peptide sequence is HEGHQTAAF. The MHC is HLA-B40:01 with pseudo-sequence HLA-B40:01. The binding affinity (normalized) is 0.261. (4) The peptide sequence is SNPENTVFD. The MHC is H-2-Kb with pseudo-sequence H-2-Kb. The binding affinity (normalized) is 0.529.